From a dataset of NCI-60 drug combinations with 297,098 pairs across 59 cell lines. Regression. Given two drug SMILES strings and cell line genomic features, predict the synergy score measuring deviation from expected non-interaction effect. (1) Drug 1: C1=CN(C=N1)CC(O)(P(=O)(O)O)P(=O)(O)O. Drug 2: C1CNP(=O)(OC1)N(CCCl)CCCl. Cell line: NCI/ADR-RES. Synergy scores: CSS=-5.62, Synergy_ZIP=4.68, Synergy_Bliss=5.93, Synergy_Loewe=-4.55, Synergy_HSA=-2.64. (2) Synergy scores: CSS=16.6, Synergy_ZIP=2.18, Synergy_Bliss=4.73, Synergy_Loewe=-12.0, Synergy_HSA=3.24. Drug 1: CC1C(C(=O)NC(C(=O)N2CCCC2C(=O)N(CC(=O)N(C(C(=O)O1)C(C)C)C)C)C(C)C)NC(=O)C3=C4C(=C(C=C3)C)OC5=C(C(=O)C(=C(C5=N4)C(=O)NC6C(OC(=O)C(N(C(=O)CN(C(=O)C7CCCN7C(=O)C(NC6=O)C(C)C)C)C)C(C)C)C)N)C. Drug 2: C1=CN(C=N1)CC(O)(P(=O)(O)O)P(=O)(O)O. Cell line: SF-268. (3) Drug 1: CC12CCC3C(C1CCC2=O)CC(=C)C4=CC(=O)C=CC34C. Drug 2: CCN(CC)CCCC(C)NC1=C2C=C(C=CC2=NC3=C1C=CC(=C3)Cl)OC. Cell line: NCI-H460. Synergy scores: CSS=51.5, Synergy_ZIP=16.6, Synergy_Bliss=14.7, Synergy_Loewe=13.4, Synergy_HSA=15.5. (4) Drug 1: COC1=C(C=C2C(=C1)N=CN=C2NC3=CC(=C(C=C3)F)Cl)OCCCN4CCOCC4. Drug 2: C1=CC=C(C(=C1)C(C2=CC=C(C=C2)Cl)C(Cl)Cl)Cl. Cell line: MALME-3M. Synergy scores: CSS=41.3, Synergy_ZIP=1.54, Synergy_Bliss=2.82, Synergy_Loewe=-19.7, Synergy_HSA=2.94. (5) Drug 1: CS(=O)(=O)C1=CC(=C(C=C1)C(=O)NC2=CC(=C(C=C2)Cl)C3=CC=CC=N3)Cl. Drug 2: CN1C2=C(C=C(C=C2)N(CCCl)CCCl)N=C1CCCC(=O)O.Cl. Cell line: SF-539. Synergy scores: CSS=1.84, Synergy_ZIP=-2.43, Synergy_Bliss=-3.35, Synergy_Loewe=-3.98, Synergy_HSA=-3.41. (6) Drug 1: CC1C(C(CC(O1)OC2CC(OC(C2O)C)OC3=CC4=CC5=C(C(=O)C(C(C5)C(C(=O)C(C(C)O)O)OC)OC6CC(C(C(O6)C)O)OC7CC(C(C(O7)C)O)OC8CC(C(C(O8)C)O)(C)O)C(=C4C(=C3C)O)O)O)O. Drug 2: C1C(C(OC1N2C=NC3=C2NC=NCC3O)CO)O. Cell line: HT29. Synergy scores: CSS=24.3, Synergy_ZIP=1.70, Synergy_Bliss=1.32, Synergy_Loewe=2.58, Synergy_HSA=2.40. (7) Drug 1: C1=CC(=CC=C1CCC2=CNC3=C2C(=O)NC(=N3)N)C(=O)NC(CCC(=O)O)C(=O)O. Drug 2: CN1C2=C(C=C(C=C2)N(CCCl)CCCl)N=C1CCCC(=O)O.Cl. Cell line: UACC-257. Synergy scores: CSS=9.34, Synergy_ZIP=-1.30, Synergy_Bliss=6.81, Synergy_Loewe=-4.73, Synergy_HSA=3.56.